This data is from Full USPTO retrosynthesis dataset with 1.9M reactions from patents (1976-2016). The task is: Predict the reactants needed to synthesize the given product. (1) The reactants are: [NH2:1][C:2]1[C:9]([CH3:10])=[CH:8][C:5]([C:6]#[N:7])=[CH:4][C:3]=1[Cl:11].[CH3:12][S:13](Cl)(=[O:15])=[O:14]. Given the product [Cl:11][C:3]1[CH:4]=[C:5]([C:6]#[N:7])[CH:8]=[C:9]([CH3:10])[C:2]=1[NH:1][S:13]([CH3:12])(=[O:15])=[O:14], predict the reactants needed to synthesize it. (2) Given the product [CH3:1][C:2]1([CH3:25])[C:6]([CH3:10])([CH2:7][CH2:8][Br:46])[C:5](=[O:11])[N:4]([C:12]2[CH:19]=[CH:18][C:15]([C:16]#[N:17])=[C:14]([C:20]([F:23])([F:22])[F:21])[CH:13]=2)[C:3]1=[O:24], predict the reactants needed to synthesize it. The reactants are: [CH3:1][C:2]1([CH3:25])[C:6]([CH3:10])([CH2:7][CH2:8]O)[C:5](=[O:11])[N:4]([C:12]2[CH:19]=[CH:18][C:15]([C:16]#[N:17])=[C:14]([C:20]([F:23])([F:22])[F:21])[CH:13]=2)[C:3]1=[O:24].C1(P(C2C=CC=CC=2)C2C=CC=CC=2)C=CC=CC=1.C(Br)(Br)(Br)[Br:46]. (3) The reactants are: [CH2:1]([O:3][C:4]([C:6]1[NH:7][CH:8]=[CH:9][CH:10]=1)=[O:5])[CH3:2].[Br:11]Br.C(O)C.[O-]CC.[Na+]. Given the product [CH2:1]([O:3][C:4]([C:6]1[NH:7][CH:8]=[C:9]([Br:11])[CH:10]=1)=[O:5])[CH3:2], predict the reactants needed to synthesize it. (4) Given the product [Br:8][C:29]1[CH:28]=[N:27][N:24]2[CH:25]=[CH:26][C:21]([S:18]([N:17]([C:14]3[CH:13]=[CH:12][C:11]([C:9]#[N:10])=[CH:16][N:15]=3)[CH:30]3[CH2:31][CH2:32]3)(=[O:20])=[O:19])=[CH:22][C:23]=12, predict the reactants needed to synthesize it. The reactants are: C1C(=O)N([Br:8])C(=O)C1.[C:9]([C:11]1[CH:12]=[CH:13][C:14]([N:17]([CH:30]2[CH2:32][CH2:31]2)[S:18]([C:21]2[CH:26]=[CH:25][N:24]3[N:27]=[CH:28][CH:29]=[C:23]3[CH:22]=2)(=[O:20])=[O:19])=[N:15][CH:16]=1)#[N:10]. (5) Given the product [Br:1][C:2]1[CH:3]=[C:4]2[C:5]([CH2:8][CH2:9][O:12][CH:11]2[C:13]2[CH:17]=[C:16]([CH:18]=[O:22])[S:15][CH:14]=2)=[CH:6][CH:7]=1, predict the reactants needed to synthesize it. The reactants are: [Br:1][C:2]1[CH:7]=[CH:6][C:5]([CH2:8][CH2:9]O)=[C:4]([CH:11]([C:13]2[CH:17]=[C:16]([CH:18]3[O:22]CCO3)[S:15][CH:14]=2)[OH:12])[CH:3]=1.C(O)(C(F)(F)F)=O.C([O-])(O)=O.[Na+]. (6) Given the product [CH:19]([CH:29]=[CH:28][C:27]([OH:31])=[O:30])=[CH:20][C:21]1[CH:26]=[CH:25][CH:24]=[CH:23][CH:22]=1, predict the reactants needed to synthesize it. The reactants are: C(S)CCCCCCCCCCC.C(Br)(Br)(Br)Br.[CH2:19]=[CH:20][C:21]1[CH:26]=[CH:25][CH:24]=[CH:23][CH:22]=1.[C:27]([O:31]CCCC)(=[O:30])[CH:28]=[CH2:29].C(O)(=O)C=C.[NH4+]. (7) Given the product [O:35]=[S:2]1(=[O:1])[C:8]2[CH:9]=[C:10]([O:14][CH2:15][C:16]([OH:18])=[O:17])[C:11]([Br:13])=[CH:12][C:7]=2[N:6]([C:21]2[CH:26]=[CH:25][CH:24]=[CH:23][CH:22]=2)[CH2:5][C:4]([CH2:31][CH2:32][CH2:33][CH3:34])([CH2:27][CH2:28][CH2:29][CH3:30])[CH2:3]1, predict the reactants needed to synthesize it. The reactants are: [O:1]=[S:2]1(=[O:35])[C:8]2[CH:9]=[C:10]([O:14][CH2:15][C:16]([O:18]CC)=[O:17])[C:11]([Br:13])=[CH:12][C:7]=2[N:6]([C:21]2[CH:26]=[CH:25][CH:24]=[CH:23][CH:22]=2)[CH2:5][C:4]([CH2:31][CH2:32][CH2:33][CH3:34])([CH2:27][CH2:28][CH2:29][CH3:30])[CH2:3]1.[OH-].[Na+].CC(O)=O. (8) Given the product [F:1][C:2]1[CH:7]=[CH:6][C:5]([C:8]2[C:13]([C:14]([O:16][CH3:17])=[O:15])=[CH:12][CH:11]=[C:10]([OH:20])[N:9]=2)=[CH:4][CH:3]=1, predict the reactants needed to synthesize it. The reactants are: [F:1][C:2]1[CH:7]=[CH:6][C:5]([C:8]2[C:13]([C:14]([O:16][CH3:17])=[O:15])=[CH:12][CH:11]=[CH:10][N+:9]=2[O-])=[CH:4][CH:3]=1.C(=O)([O-])[O-:20].[K+].[K+].